This data is from Full USPTO retrosynthesis dataset with 1.9M reactions from patents (1976-2016). The task is: Predict the reactants needed to synthesize the given product. (1) The reactants are: [Li]CCCC.CCCCCC.[Si:12]([O:19][CH2:20][CH2:21][N:22]1[C:26]2[CH:27]=[CH:28][CH:29]=[CH:30][C:25]=2[N:24]=[C:23]1[CH:31]=[O:32])([C:15]([CH3:18])([CH3:17])[CH3:16])([CH3:14])[CH3:13].Br[C:34]1[CH:35]=[C:36]([CH:40]2[O:44][CH2:43][CH2:42][O:41]2)[S:37][C:38]=1[CH3:39]. Given the product [Si:12]([O:19][CH2:20][CH2:21][N:22]1[C:26]2[CH:27]=[CH:28][CH:29]=[CH:30][C:25]=2[N:24]=[C:23]1[CH:31]([C:34]1[CH:35]=[C:36]([CH:40]2[O:44][CH2:43][CH2:42][O:41]2)[S:37][C:38]=1[CH3:39])[OH:32])([C:15]([CH3:18])([CH3:16])[CH3:17])([CH3:14])[CH3:13], predict the reactants needed to synthesize it. (2) Given the product [C:13]1([CH3:25])[CH:18]=[C:17]([C:19]([O:21][C:38]([CH3:40])([CH3:39])[CH3:37])=[O:20])[CH:16]=[C:15]([C:22]([O:24][C:36]([CH3:35])([CH3:26])[CH3:1])=[O:23])[CH:14]=1, predict the reactants needed to synthesize it. The reactants are: [C:1](N1C=CN=C1)(N1C=CN=C1)=O.[C:13]1([CH3:25])[CH:18]=[C:17]([C:19]([OH:21])=[O:20])[CH:16]=[C:15]([C:22]([OH:24])=[O:23])[CH:14]=1.[CH2:26]1[CH2:36][CH2:35]N2C(=NCCC2)CC1.[CH3:37][C:38](O)([CH3:40])[CH3:39].Cl. (3) Given the product [Cl:1][C:2]1[N:3]=[CH:4][C:5]2[N:10]([CH3:15])[CH:9]=[C:8]([I:11])[C:6]=2[N:7]=1, predict the reactants needed to synthesize it. The reactants are: [Cl:1][C:2]1[N:3]=[CH:4][C:5]2[NH:10][CH:9]=[C:8]([I:11])[C:6]=2[N:7]=1.[OH-].[Na+].I[CH3:15].O. (4) The reactants are: [N+:1]([C:4]1[CH:5]=[CH:6][C:7]([CH:10]2[CH2:13][N:12]([C:14](=O)[CH2:15][CH3:16])[CH2:11]2)=[N:8][CH:9]=1)([O-])=O.O.O.Cl[Sn]Cl.N1C=CC=CC=1.[CH:29]([C:32]1[CH:37]=[CH:36][C:35]([S:38](Cl)(=[O:40])=[O:39])=[CH:34][CH:33]=1)([CH3:31])[CH3:30]. Given the product [CH:29]([C:32]1[CH:37]=[CH:36][C:35]([S:38]([NH:1][C:4]2[CH:9]=[N:8][C:7]([CH:10]3[CH2:13][N:12]([CH2:14][CH2:15][CH3:16])[CH2:11]3)=[CH:6][CH:5]=2)(=[O:40])=[O:39])=[CH:34][CH:33]=1)([CH3:31])[CH3:30], predict the reactants needed to synthesize it. (5) Given the product [C:1]([O:10][CH:11]([CH2:33][O:34][C:35]([C:48]1[CH:49]=[CH:50][CH:51]=[CH:52][CH:53]=1)([C:42]1[CH:43]=[CH:44][CH:45]=[CH:46][CH:47]=1)[C:36]1[CH:41]=[CH:40][CH:39]=[CH:38][CH:37]=1)[CH2:12][NH:13][C:14](=[O:32])[CH2:15][CH2:16][CH2:17][CH2:18][CH2:19][CH2:20][CH2:21]/[CH:22]=[CH:23]\[CH2:24][CH2:25][CH2:26][CH2:27][CH2:28][CH2:29][CH2:30][CH3:31])(=[O:8])[C:2]1[CH:7]=[CH:6][CH:5]=[CH:4][CH:3]=1, predict the reactants needed to synthesize it. The reactants are: [C:1](Cl)(=[O:8])[C:2]1[CH:7]=[CH:6][CH:5]=[CH:4][CH:3]=1.[OH:10][CH:11]([CH2:33][O:34][C:35]([C:48]1[CH:53]=[CH:52][CH:51]=[CH:50][CH:49]=1)([C:42]1[CH:47]=[CH:46][CH:45]=[CH:44][CH:43]=1)[C:36]1[CH:41]=[CH:40][CH:39]=[CH:38][CH:37]=1)[CH2:12][NH:13][C:14](=[O:32])[CH2:15][CH2:16][CH2:17][CH2:18][CH2:19][CH2:20][CH2:21]/[CH:22]=[CH:23]\[CH2:24][CH2:25][CH2:26][CH2:27][CH2:28][CH2:29][CH2:30][CH3:31].